This data is from Full USPTO retrosynthesis dataset with 1.9M reactions from patents (1976-2016). The task is: Predict the reactants needed to synthesize the given product. Given the product [CH3:1][O:2][C:3](=[O:14])[C:4]1[C:9]([N+:10]([O-:12])=[O:11])=[CH:8][CH:7]=[CH:6][C:5]=1[NH:24][CH2:23][CH2:22][NH:21][C:20]([O:19][C:15]([CH3:18])([CH3:17])[CH3:16])=[O:25], predict the reactants needed to synthesize it. The reactants are: [CH3:1][O:2][C:3](=[O:14])[C:4]1[C:9]([N+:10]([O-:12])=[O:11])=[CH:8][CH:7]=[CH:6][C:5]=1F.[C:15]([O:19][C:20](=[O:25])[NH:21][CH2:22][CH2:23][NH2:24])([CH3:18])([CH3:17])[CH3:16].C(=O)([O-])[O-].[K+].[K+].